Dataset: Reaction yield outcomes from USPTO patents with 853,638 reactions. Task: Predict the reaction yield, written as a fraction of the theoretical maximum amount of product (1.0 means a 100% yield; for example, 0.34 means a 34% yield). The reactants are [F:1][C:2]([F:15])([C:11]([F:14])([F:13])[F:12])[CH2:3][C:4]1[CH:9]=[CH:8][C:7]([CH3:10])=[CH:6][CH:5]=1.N(C(C)(C)C#N)=NC(C)(C)C#N.[Br:28]N1C(=O)CCC1=O. The catalyst is C(Cl)(Cl)(Cl)Cl. The product is [Br:28][CH2:10][C:7]1[CH:6]=[CH:5][C:4]([CH2:3][C:2]([F:15])([F:1])[C:11]([F:13])([F:12])[F:14])=[CH:9][CH:8]=1. The yield is 0.310.